From a dataset of Full USPTO retrosynthesis dataset with 1.9M reactions from patents (1976-2016). Predict the reactants needed to synthesize the given product. (1) Given the product [C:38]([C:37]1[CH:40]=[C:33]([C:31]2[S:32][C:28]([C:9]3[CH:18]=[CH:17][CH:16]=[C:15]4[C:10]=3[CH2:11][CH2:12][N:13]([C:19]([O:21][C:22]([CH3:23])([CH3:24])[CH3:25])=[O:20])[CH2:14]4)=[N:29][N:30]=2)[CH:34]=[CH:35][C:36]=1[O:41][CH:42]([CH3:44])[CH3:43])#[N:39], predict the reactants needed to synthesize it. The reactants are: CC1(C)C(C)(C)OB([C:9]2[CH:18]=[CH:17][CH:16]=[C:15]3[C:10]=2[CH2:11][CH2:12][N:13]([C:19]([O:21][C:22]([CH3:25])([CH3:24])[CH3:23])=[O:20])[CH2:14]3)O1.Br[C:28]1[S:32][C:31]([C:33]2[CH:34]=[CH:35][C:36]([O:41][CH:42]([CH3:44])[CH3:43])=[C:37]([CH:40]=2)[C:38]#[N:39])=[N:30][N:29]=1.C([O-])([O-])=O.[Na+].[Na+]. (2) Given the product [CH2:1]([O:3][C:4]([N:6]1[CH2:7][CH2:8][N:9]([C:12](=[O:38])[C@@H:13]([NH:22][C:23]([C:25]2[CH:29]=[C:28]([O:30][CH2:40][C:41]([O:43][CH2:44][C:45]3[CH:50]=[CH:49][CH:48]=[CH:47][CH:46]=3)=[O:42])[N:27]([C:31]3[CH:36]=[CH:35][CH:34]=[C:33]([F:37])[CH:32]=3)[N:26]=2)=[O:24])[CH2:14][C:15]([O:17][C:18]([CH3:21])([CH3:20])[CH3:19])=[O:16])[CH2:10][CH2:11]1)=[O:5])[CH3:2], predict the reactants needed to synthesize it. The reactants are: [CH2:1]([O:3][C:4]([N:6]1[CH2:11][CH2:10][N:9]([C:12](=[O:38])[C@@H:13]([NH:22][C:23]([C:25]2[CH:29]=[C:28]([OH:30])[N:27]([C:31]3[CH:36]=[CH:35][CH:34]=[C:33]([F:37])[CH:32]=3)[N:26]=2)=[O:24])[CH2:14][C:15]([O:17][C:18]([CH3:21])([CH3:20])[CH3:19])=[O:16])[CH2:8][CH2:7]1)=[O:5])[CH3:2].Br[CH2:40][C:41]([O:43][CH2:44][C:45]1[CH:50]=[CH:49][CH:48]=[CH:47][CH:46]=1)=[O:42].C(=O)([O-])[O-].[Cs+].[Cs+]. (3) Given the product [CH:12]1[C:13]2[C:8]3=[C:7]4[C:16](=[C:15]5[CH:17]=[CH:18][CH:19]=[CH:20][C:14]5=2)[CH:3]=[CH:4][C:5](=[O:1])[N:6]4[CH2:23][CH2:22][CH2:21][N:9]3[C:10](=[O:24])[CH:11]=1, predict the reactants needed to synthesize it. The reactants are: [OH-:1].[Na+].[CH:3]1[C:16]2[C:15]3[CH:17]=[CH:18][CH:19]=[CH:20][C:14]=3[C:13]3[C:8]4=[N+:9]([CH2:21][CH2:22][CH2:23][N+:6]([C:7]=24)=[CH:5][CH:4]=1)[CH:10]=[CH:11][CH:12]=3.[OH2:24]. (4) Given the product [Cl:1][C:2]1[CH:7]=[CH:6][C:5]([CH3:8])=[C:4]([CH2:12][C@H:13]([OH:14])[CH3:16])[CH:3]=1, predict the reactants needed to synthesize it. The reactants are: [Cl:1][C:2]1[CH:7]=[CH:6][C:5]([CH3:8])=[C:4](I)[CH:3]=1.N#N.[CH3:12][CH2:13][OH:14].[Li][CH:16](CC)C.C1CCCCC1.B(F)(F)F.C(OCC)C. (5) Given the product [Cl:26][C:27]1[CH:32]=[CH:31][C:30]([NH:33][C:34]([NH:23][C:20]2[CH:21]=[CH:22][C:17]([N:6]3[CH:5]=[N:4][C:3]4[C:7]3=[N:8][CH:9]=[N:10][C:2]=4[N:12]([CH2:13][CH2:14][OH:15])[CH3:11])=[CH:18][CH:19]=2)=[O:35])=[CH:29][C:28]=1[C:36]([F:37])([F:38])[F:39], predict the reactants needed to synthesize it. The reactants are: Cl[C:2]1[N:10]=[CH:9][N:8]=[C:7]2[C:3]=1[NH:4][CH:5]=[N:6]2.[CH3:11][NH:12][CH2:13][CH2:14][OH:15].F[C:17]1[CH:22]=[CH:21][C:20]([N+:23]([O-])=O)=[CH:19][CH:18]=1.[Cl:26][C:27]1[CH:32]=[CH:31][C:30]([N:33]=[C:34]=[O:35])=[CH:29][C:28]=1[C:36]([F:39])([F:38])[F:37]. (6) The reactants are: Br[C:2]1[C:3]([O:13][CH3:14])=[C:4]2[C:8](=[CH:9][CH:10]=1)[N:7]([CH3:11])[C:6](=[O:12])[CH2:5]2.[B:15]1([B:15]2[O:19][C:18]([CH3:21])([CH3:20])[C:17]([CH3:23])([CH3:22])[O:16]2)[O:19][C:18]([CH3:21])([CH3:20])[C:17]([CH3:23])([CH3:22])[O:16]1.C([O-])(=O)C.[K+].ClCCl. Given the product [CH3:14][O:13][C:3]1[C:2]([B:15]2[O:19][C:18]([CH3:21])([CH3:20])[C:17]([CH3:23])([CH3:22])[O:16]2)=[CH:10][CH:9]=[C:8]2[C:4]=1[CH2:5][C:6](=[O:12])[N:7]2[CH3:11], predict the reactants needed to synthesize it. (7) Given the product [C:18]([O:21][CH2:22][CH2:23][C@@:24]1([O:60][CH2:61][C:62]2[CH:63]=[CH:64][CH:65]=[CH:66][CH:67]=2)[C@@:28]([CH2:38][O:39][S:40]([C:43]2[CH:48]=[CH:47][C:46]([CH3:49])=[CH:45][CH:44]=2)(=[O:42])=[O:41])([CH2:29][O:30][CH2:31][C:32]2[CH:33]=[CH:34][CH:35]=[CH:36][CH:37]=2)[O:27][C@@H:26]([N:50]2[CH:57]=[C:56]([CH3:58])[C:54](=[O:55])[NH:53][C:51]2=[O:52])[C@@H:25]1[O:59][CH2:4][CH:3]([O:2][CH3:1])[CH3:5])(=[O:20])[CH3:19], predict the reactants needed to synthesize it. The reactants are: [CH3:1][O:2][C:3](=[CH2:5])[CH3:4].O.C1(C)C=CC(S(O)(=O)=O)=CC=1.[C:18]([O:21][CH2:22][CH2:23][C@@:24]1([O:60][CH2:61][C:62]2[CH:67]=[CH:66][CH:65]=[CH:64][CH:63]=2)[C@@:28]([CH2:38][O:39][S:40]([C:43]2[CH:48]=[CH:47][C:46]([CH3:49])=[CH:45][CH:44]=2)(=[O:42])=[O:41])([CH2:29][O:30][CH2:31][C:32]2[CH:37]=[CH:36][CH:35]=[CH:34][CH:33]=2)[O:27][C@@H:26]([N:50]2[CH:57]=[C:56]([CH3:58])[C:54](=[O:55])[NH:53][C:51]2=[O:52])[C@@H:25]1[OH:59])(=[O:20])[CH3:19].C(=O)(O)[O-].[Na+]. (8) Given the product [F:23][C:24]1[CH:30]=[CH:29][C:27]([NH:28][C:2]2[C:3]3[CH:10]=[C:9]([C:11]([OH:13])=[O:12])[S:8][C:4]=3[N:5]=[CH:6][N:7]=2)=[CH:26][CH:25]=1, predict the reactants needed to synthesize it. The reactants are: Cl[C:2]1[C:3]2[CH:10]=[C:9]([C:11]([OH:13])=[O:12])[S:8][C:4]=2[N:5]=[CH:6][N:7]=1.C(N(CC)C(C)C)(C)C.[F:23][C:24]1[CH:30]=[CH:29][C:27]([NH2:28])=[CH:26][CH:25]=1. (9) Given the product [C:27]([O:23][CH2:22][CH2:21][N:20]([CH2:19]/[CH:18]=[CH:17]\[C:15]1[CH:14]=[CH:13][C:12]2[C:8]([C:5]3[CH:4]=[CH:3][C:2]([Cl:1])=[CH:7][CH:6]=3)=[N:9][S:10][C:11]=2[CH:16]=1)[CH2:24][CH3:25])(=[O:28])[CH3:26], predict the reactants needed to synthesize it. The reactants are: [Cl:1][C:2]1[CH:7]=[CH:6][C:5]([C:8]2[C:12]3[CH:13]=[CH:14][C:15]([C:17]#[C:18][CH2:19][N:20]([CH2:24][CH3:25])[CH2:21][CH2:22][OH:23])=[CH:16][C:11]=3[S:10][N:9]=2)=[CH:4][CH:3]=1.[CH3:26][C:27](O)=[O:28].